This data is from NCI-60 drug combinations with 297,098 pairs across 59 cell lines. The task is: Regression. Given two drug SMILES strings and cell line genomic features, predict the synergy score measuring deviation from expected non-interaction effect. Drug 1: CC1=C(C(=CC=C1)Cl)NC(=O)C2=CN=C(S2)NC3=CC(=NC(=N3)C)N4CCN(CC4)CCO. Drug 2: C1CC(=O)NC(=O)C1N2C(=O)C3=CC=CC=C3C2=O. Cell line: UACC-257. Synergy scores: CSS=1.72, Synergy_ZIP=1.39, Synergy_Bliss=3.14, Synergy_Loewe=1.71, Synergy_HSA=1.76.